From a dataset of Catalyst prediction with 721,799 reactions and 888 catalyst types from USPTO. Predict which catalyst facilitates the given reaction. (1) Reactant: [Cl:1][C:2]1[CH:3]=[C:4]([C:8]2[O:9][N:10]=[C:11]3[CH:16]=[CH:15][C:14]([C:17]([C:25]4[CH:30]=[CH:29][C:28]([Cl:31])=[CH:27][CH:26]=4)([C:19]4[N:23]([CH3:24])[CH:22]=[N:21][CH:20]=4)[OH:18])=[CH:13][C:12]=23)[CH:5]=[CH:6][CH:7]=1.C([O-])([O-])=O.[K+].[K+]. Product: [NH2:10][C:11]1[CH:16]=[CH:15][C:14]([C:17]([C:25]2[CH:26]=[CH:27][C:28]([Cl:31])=[CH:29][CH:30]=2)([OH:18])[C:19]2[N:23]([CH3:24])[CH:22]=[N:21][CH:20]=2)=[CH:13][C:12]=1[C:8]([C:4]1[CH:5]=[CH:6][CH:7]=[C:2]([Cl:1])[CH:3]=1)=[O:9]. The catalyst class is: 90. (2) Reactant: C(N(CC)CC)C.[CH3:8][O:9][CH:10]([O:17][CH3:18])[CH2:11][NH:12][C@@H:13]([CH2:15][CH3:16])[CH3:14].[CH2:19]([O:27][CH2:28][CH2:29][C:30](Cl)=[O:31])[CH2:20][C:21]1[CH:26]=[CH:25][CH:24]=[CH:23][CH:22]=1. Product: [C@H:13]([N:12]([CH2:11][CH:10]([O:17][CH3:18])[O:9][CH3:8])[C:30](=[O:31])[CH2:29][CH2:28][O:27][CH2:19][CH2:20][C:21]1[CH:26]=[CH:25][CH:24]=[CH:23][CH:22]=1)([CH2:15][CH3:16])[CH3:14]. The catalyst class is: 46. (3) Reactant: CS[C:3]1[NH:4][CH:5]=[C:6]([CH2:10][C:11]2[CH:16]=[CH:15][C:14](=[O:17])[NH:13][CH:12]=2)[C:7](=[O:9])[N:8]=1.[Cl:18][C:19]1[CH:34]=[CH:33][C:22]([O:23][C:24]2[CH:29]=[CH:28][C:27]([CH2:30][CH2:31][NH2:32])=[CH:26][CH:25]=2)=[CH:21][C:20]=1[C:35]([F:38])([F:37])[F:36]. Product: [Cl:18][C:19]1[CH:34]=[CH:33][C:22]([O:23][C:24]2[CH:29]=[CH:28][C:27]([CH2:30][CH2:31][NH:32][C:3]3[NH:4][CH:5]=[C:6]([CH2:10][C:11]4[CH:16]=[CH:15][C:14](=[O:17])[NH:13][CH:12]=4)[C:7](=[O:9])[N:8]=3)=[CH:26][CH:25]=2)=[CH:21][C:20]=1[C:35]([F:36])([F:37])[F:38]. The catalyst class is: 17. (4) Reactant: [C:1]1([CH3:12])[CH:6]=[CH:5][C:4]([O:7][CH2:8][C:9]([Cl:11])=[O:10])=[CH:3][CH:2]=1.[CH2:13](C1C=CC(OCC(O)=O)=CC=1)[CH2:14]C.O=S(Cl)Cl. Product: [CH2:12]([C:1]1[CH:6]=[CH:5][C:4]([O:7][CH2:8][C:9]([Cl:11])=[O:10])=[CH:3][CH:2]=1)[CH2:13][CH3:14]. The catalyst class is: 48. (5) Reactant: [CH3:1][C:2]1[C:3]([C:14](=[N:16][OH:17])[NH2:15])=[N:4][CH:5]=[N:6][C:7]=1[C:8]1[CH:13]=[CH:12][CH:11]=[CH:10][CH:9]=1.[C:18](N1C=CN=C1)(N1C=CN=C1)=[O:19].N12CCCN=C1CCCCC2.Cl. Product: [CH3:1][C:2]1[C:3]([C:14]2[NH:16][O:17][C:18](=[O:19])[N:15]=2)=[N:4][CH:5]=[N:6][C:7]=1[C:8]1[CH:13]=[CH:12][CH:11]=[CH:10][CH:9]=1. The catalyst class is: 132. (6) Reactant: Cl.FC1C=C(C=CC=1)CN1C=C(C2C3C(=NC=C(C4C=CC(C5CCNCC5)=CC=4)C=3)N(S(C3C=CC(C)=CC=3)(=O)=O)C=2)C=N1.[CH3:46][N:47]1[CH2:52][CH2:51][N:50]([C:53]2[N:58]=[CH:57][C:56]([C:59]3[CH:60]=[C:61]4[C:67]([C:68]5[CH:69]=[N:70][N:71]([CH2:73][CH2:74][C:75]6[CH:80]=[CH:79][CH:78]=[CH:77][CH:76]=6)[CH:72]=5)=[CH:66][N:65](S(C5C=CC(C)=CC=5)(=O)=O)[C:62]4=[N:63][CH:64]=3)=[CH:55][CH:54]=2)[CH2:49][CH2:48]1.[OH-].[Li+]. Product: [CH3:46][N:47]1[CH2:48][CH2:49][N:50]([C:53]2[N:58]=[CH:57][C:56]([C:59]3[CH:60]=[C:61]4[C:67]([C:68]5[CH:69]=[N:70][N:71]([CH2:73][CH2:74][C:75]6[CH:80]=[CH:79][CH:78]=[CH:77][CH:76]=6)[CH:72]=5)=[CH:66][NH:65][C:62]4=[N:63][CH:64]=3)=[CH:55][CH:54]=2)[CH2:51][CH2:52]1. The catalyst class is: 87. (7) Reactant: C[O:2][C:3]([C:5]1[N:6]([CH3:26])[N:7]=[C:8]([O:10][CH2:11][C:12]2[C:13]([C:19]3[CH:24]=[CH:23][C:22]([F:25])=[CH:21][CH:20]=3)=[N:14][O:15][C:16]=2[CH2:17][OH:18])[CH:9]=1)=[O:4].[OH-].[Li+].Cl.C(OCC)(=O)C. Product: [F:25][C:22]1[CH:23]=[CH:24][C:19]([C:13]2[C:12]([CH2:11][O:10][C:8]3[CH:9]=[C:5]([C:3]([OH:4])=[O:2])[N:6]([CH3:26])[N:7]=3)=[C:16]([CH2:17][OH:18])[O:15][N:14]=2)=[CH:20][CH:21]=1. The catalyst class is: 87.